This data is from Forward reaction prediction with 1.9M reactions from USPTO patents (1976-2016). The task is: Predict the product of the given reaction. Given the reactants [O:1]=[C:2]1[C:6]2([CH2:11][CH2:10][NH:9][CH2:8][CH2:7]2)[N:5]([C:12]2[CH:17]=[CH:16][CH:15]=[CH:14][CH:13]=2)[CH2:4][N:3]1[CH2:18][C:19]1[CH:31]=[CH:30][CH:29]=[CH:28][C:20]=1[C:21]([O:23][C:24]([CH3:27])([CH3:26])[CH3:25])=[O:22].I[CH2:33][CH2:34][CH2:35][C:36]([C:38]1[CH:43]=[CH:42][CH:41]=[CH:40][CH:39]=1)=[O:37].C(=O)([O-])[O-].[K+].[K+], predict the reaction product. The product is: [O:1]=[C:2]1[C:6]2([CH2:7][CH2:8][N:9]([CH2:33][CH2:34][CH2:35][C:36](=[O:37])[C:38]3[CH:43]=[CH:42][CH:41]=[CH:40][CH:39]=3)[CH2:10][CH2:11]2)[N:5]([C:12]2[CH:13]=[CH:14][CH:15]=[CH:16][CH:17]=2)[CH2:4][N:3]1[CH2:18][C:19]1[CH:31]=[CH:30][CH:29]=[CH:28][C:20]=1[C:21]([O:23][C:24]([CH3:27])([CH3:25])[CH3:26])=[O:22].